The task is: Predict the reaction yield, written as a fraction of the theoretical maximum amount of product (1.0 means a 100% yield; for example, 0.34 means a 34% yield).. This data is from Reaction yield outcomes from USPTO patents with 853,638 reactions. The product is [CH2:6]([O:13][C:14]1[N:15]=[CH:16][C:17]([CH2:20][C:21]2[CH:26]=[C:25]([C:27]3[CH:28]=[CH:29][C:30]([NH2:33])=[N:31][CH:32]=3)[O:23][N:22]=2)=[CH:18][CH:19]=1)[C:7]1[CH:12]=[CH:11][CH:10]=[CH:9][CH:8]=1. The reactants are O1CCCC1.[CH2:6]([O:13][C:14]1[CH:19]=[CH:18][C:17]([CH2:20][C:21](Cl)=[N:22][OH:23])=[CH:16][N:15]=1)[C:7]1[CH:12]=[CH:11][CH:10]=[CH:9][CH:8]=1.[C:25]([C:27]1[CH:28]=[CH:29][C:30]([NH2:33])=[N:31][CH:32]=1)#[CH:26].C(N(CC)CC)C. The catalyst is O. The yield is 0.129.